Dataset: Forward reaction prediction with 1.9M reactions from USPTO patents (1976-2016). Task: Predict the product of the given reaction. (1) Given the reactants [C:1]([O:5][C:6]([N:8]1[CH:12]([C:13]([OH:17])([CH3:16])[CH:14]=[CH2:15])[CH2:11][O:10]C1(C)C)=[O:7])([CH3:4])([CH3:3])[CH3:2].O.C1(C)C=CC(S(O)(=O)=O)=CC=1, predict the reaction product. The product is: [C:1]([O:5][C:6](=[O:7])[NH:8][CH:12]([CH2:11][OH:10])[C:13]([OH:17])([CH3:16])[CH:14]=[CH2:15])([CH3:4])([CH3:2])[CH3:3]. (2) Given the reactants [CH3:1][N:2]([C:12]1[CH:17]=[CH:16][C:15]([N+:18]([O-])=O)=[CH:14][CH:13]=1)[C:3](=[O:11])[CH2:4][N:5]1[CH2:10][CH2:9][CH2:8][CH2:7][CH2:6]1.[NH4+].[Cl-].O, predict the reaction product. The product is: [NH2:18][C:15]1[CH:16]=[CH:17][C:12]([N:2]([CH3:1])[C:3](=[O:11])[CH2:4][N:5]2[CH2:10][CH2:9][CH2:8][CH2:7][CH2:6]2)=[CH:13][CH:14]=1. (3) Given the reactants [Cl:1][C:2]1[CH:11]=[C:10]2[C:5]([CH:6]=[CH:7][N:8]([C@@H:13]3[O:17][C@H:16]([CH2:18][O:19][S:20]([C:23]4[CH:28]=[CH:27][C:26]([CH3:29])=[CH:25][CH:24]=4)(=[O:22])=[O:21])[C@H:15]([OH:30])[C@@H:14]3[OH:31])[C:9]2=[O:12])=[CH:4][CH:3]=1.C([N+](CCCC)(CCCC)CCCC)CCC.P(OP([O-])([O-])=O)([O-])([O-])=O.C([N+](CCCC)(CCCC)CCCC)CCC.C([N+](CCCC)(CCCC)CCCC)CCC.C([N+](CCCC)(CCCC)CCCC)CCC, predict the reaction product. The product is: [Cl:1][C:2]1[CH:11]=[C:10]2[C:5]([CH:6]=[CH:7][N:8]([C@@H:13]3[O:17][C@H:16]([CH2:18][O:19][S:20]([C:23]4[CH:28]=[CH:27][C:26]([CH3:29])=[CH:25][CH:24]=4)(=[O:22])=[O:21])[C@@H:15]([OH:30])[C@H:14]3[OH:31])[C:9]2=[O:12])=[CH:4][CH:3]=1. (4) Given the reactants [CH:1]1[C:6]([C:7]2[C:16](=[O:17])[C:15]3[CH:14]=[CH:13][C:12]([OH:18])=[CH:11][C:10]=3[O:9][CH:8]=2)=[CH:5][CH:4]=[C:3]([OH:19])[CH:2]=1.C([O-])=O.[NH4+].C(Cl)Cl.CCOC(C)=O.CCOCC.CCCCCC, predict the reaction product. The product is: [CH2:8]1[O:9][C:10]2[CH:11]=[C:12]([OH:18])[CH:13]=[CH:14][C:15]=2[C:16](=[O:17])[CH:7]1[C:6]1[CH:1]=[CH:2][C:3]([OH:19])=[CH:4][CH:5]=1. (5) Given the reactants [Br:1][C:2]1[C:3]([Cl:23])=[C:4]([N:8]([CH:20]2[CH2:22][CH2:21]2)[C:9]([C:11]2[S:12][C:13]([Cl:19])=[C:14]([N+:16]([O-])=O)[CH:15]=2)=[O:10])[CH:5]=[CH:6][CH:7]=1.Cl.C(=O)([O-])O.[Na+], predict the reaction product. The product is: [NH2:16][C:14]1[CH:15]=[C:11]([C:9]([N:8]([C:4]2[CH:5]=[CH:6][CH:7]=[C:2]([Br:1])[C:3]=2[Cl:23])[CH:20]2[CH2:22][CH2:21]2)=[O:10])[S:12][C:13]=1[Cl:19]. (6) Given the reactants FC(F)(F)C(O)=O.[CH3:8][O:9][C:10]1[CH:47]=[CH:46][C:13]2[NH:14][C:15]([NH:17][C@H:18]([C:39]([O:41]C(C)(C)C)=[O:40])[CH2:19][C:20]3[CH:25]=[CH:24][C:23]([O:26][CH2:27][CH2:28][CH2:29][C:30](=[O:38])[NH:31][C:32]4[NH:33][CH2:34][CH2:35][CH2:36][N:37]=4)=[CH:22][CH:21]=3)=[N:16][C:12]=2[CH:11]=1.C1(C)C=CC=CC=1, predict the reaction product. The product is: [CH3:8][O:9][C:10]1[CH:47]=[CH:46][C:13]2[NH:14][C:15]([NH:17][C@H:18]([C:39]([OH:41])=[O:40])[CH2:19][C:20]3[CH:25]=[CH:24][C:23]([O:26][CH2:27][CH2:28][CH2:29][C:30](=[O:38])[NH:31][C:32]4[NH:33][CH2:34][CH2:35][CH2:36][N:37]=4)=[CH:22][CH:21]=3)=[N:16][C:12]=2[CH:11]=1. (7) The product is: [C:20]1([S:26]([NH:40][C:41]2[N:46]=[CH:45][C:44]([C:47]([O:49][CH3:50])=[O:48])=[CH:43][C:42]=2[O:51][CH3:52])(=[O:28])=[O:27])[CH:25]=[CH:24][CH:23]=[CH:22][CH:21]=1. Given the reactants ClC1C=C(OC)C(NS(C2C=NN(C)C=2)(=O)=O)=NC=1.[C:20]1([S:26](Cl)(=[O:28])=[O:27])[CH:25]=[CH:24][CH:23]=[CH:22][CH:21]=1.CN1C=C(S(Cl)(=O)=O)C=N1.[NH2:40][C:41]1[N:46]=[CH:45][C:44]([C:47]([O:49][CH3:50])=[O:48])=[CH:43][C:42]=1[O:51][CH3:52].ClC1C=C(OC)C(N)=NC=1, predict the reaction product. (8) Given the reactants [Br:1][C:2]1[CH:8]=[CH:7][C:5]([NH2:6])=[CH:4][CH:3]=1.C(N(CC)CC)C.[Br:16][CH2:17][CH2:18][CH2:19][CH2:20][C:21](Cl)=[O:22].C(=O)([O-])[O-].[Na+].[Na+], predict the reaction product. The product is: [Br:16][CH2:17][CH2:18][CH2:19][CH2:20][C:21]([NH:6][C:5]1[CH:7]=[CH:8][C:2]([Br:1])=[CH:3][CH:4]=1)=[O:22]. (9) The product is: [Br:1][CH2:2][C:3]([N:14]1[CH2:15][CH2:16][N:11]([CH2:10][CH2:9][C:8]([CH3:18])([CH3:17])[CH3:7])[CH2:12][CH2:13]1)=[O:4]. Given the reactants [Br:1][CH2:2][C:3](Br)=[O:4].Cl.[CH3:7][C:8]([CH3:18])([CH3:17])[CH2:9][CH2:10][N:11]1[CH2:16][CH2:15][NH:14][CH2:13][CH2:12]1.C(N(CC)CC)C, predict the reaction product. (10) Given the reactants [NH2:1][CH2:2][C@@H:3]1[C@H:8]([CH3:9])[CH2:7][CH2:6][CH2:5][N:4]1[C:10]([C:12]1[CH:17]=[C:16]([CH3:18])[CH:15]=[CH:14][C:13]=1[N:19]1[N:23]=[CH:22][CH:21]=[N:20]1)=[O:11].Cl[C:25]1[CH:32]=[CH:31][C:28]([C:29]#[N:30])=[CH:27][N:26]=1, predict the reaction product. The product is: [CH3:9][C@@H:8]1[CH2:7][CH2:6][CH2:5][N:4]([C:10](=[O:11])[C:12]2[CH:17]=[C:16]([CH3:18])[CH:15]=[CH:14][C:13]=2[N:19]2[N:23]=[CH:22][CH:21]=[N:20]2)[C@@H:3]1[CH2:2][NH:1][C:25]1[CH:32]=[CH:31][C:28]([C:29]#[N:30])=[CH:27][N:26]=1.